Task: Predict which catalyst facilitates the given reaction.. Dataset: Catalyst prediction with 721,799 reactions and 888 catalyst types from USPTO (1) Reactant: [CH2:1]([P:3]([CH2:6][CH2:7][CH3:8])(=[O:5])[OH:4])[CH3:2].[CH2:9](O)[CH2:10][OH:11]. Product: [CH2:1]([P:3]([CH2:6][CH2:7][CH3:8])(=[O:4])[O:5][CH2:9][CH2:10][OH:11])[CH3:2]. The catalyst class is: 11. (2) Reactant: [NH2:1][N:2]1[C:6]([CH3:7])=[CH:5][CH:4]=[C:3]1[C:8]#[N:9].CS(C)=[O:12].[OH-].[Na+].OO. Product: [NH2:1][N:2]1[C:6]([CH3:7])=[CH:5][CH:4]=[C:3]1[C:8]([NH2:9])=[O:12]. The catalyst class is: 97. (3) Reactant: [NH2:1][C:2]1[C:11]2[C:6](=[N:7][C:8]([C:19]3[CH:24]=[CH:23][C:22]([Cl:25])=[CH:21][C:20]=3[Cl:26])=[C:9]([C:12]3[CH:17]=[CH:16][C:15]([Cl:18])=[CH:14][CH:13]=3)[CH:10]=2)[N:5]([CH3:27])[C:4](=[O:28])[CH:3]=1.[C:29](OC(=O)C)(=[O:31])[CH3:30]. Product: [Cl:18][C:15]1[CH:14]=[CH:13][C:12]([C:9]2[CH:10]=[C:11]3[C:6](=[N:7][C:8]=2[C:19]2[CH:24]=[CH:23][C:22]([Cl:25])=[CH:21][C:20]=2[Cl:26])[N:5]([CH3:27])[C:4](=[O:28])[CH:3]=[C:2]3[NH:1][C:29](=[O:31])[CH3:30])=[CH:17][CH:16]=1. The catalyst class is: 377. (4) Reactant: [C:1]([O:5][C:6]([N:8]1[CH2:13][CH2:12][C:11]2[NH:14][N:15]=[CH:16][C:10]=2[CH2:9]1)=[O:7])([CH3:4])([CH3:3])[CH3:2].Cl.Cl[CH2:19][CH2:20][N:21]1[CH2:25][CH2:24][CH2:23][CH2:22]1.C(=O)([O-])[O-].[K+].[K+]. Product: [C:1]([O:5][C:6]([N:8]1[CH2:13][CH2:12][C:11]2=[N:14][N:15]([CH2:19][CH2:20][N:21]3[CH2:25][CH2:24][CH2:23][CH2:22]3)[CH:16]=[C:10]2[CH2:9]1)=[O:7])([CH3:4])([CH3:2])[CH3:3]. The catalyst class is: 9.